From a dataset of Catalyst prediction with 721,799 reactions and 888 catalyst types from USPTO. Predict which catalyst facilitates the given reaction. (1) Reactant: C1C(=O)N([Br:8])C(=O)C1.[Br:9][C:10]1[CH:11]=[N:12][C:13]2[C:18]([CH:19]=1)=[CH:17][CH:16]=[CH:15][CH:14]=2.N. Product: [Br:9][C:10]1[CH:11]=[N:12][C:13]2[C:18]([CH:19]=1)=[C:17]([Br:8])[CH:16]=[CH:15][CH:14]=2. The catalyst class is: 82. (2) Reactant: Cl.Cl.[NH2:3][C:4]1[CH:5]=[CH:6][C:7]([N:11]2[CH2:16][CH2:15][CH2:14][C@@H:13]([C:17]([N:19]3[CH2:23][CH2:22][CH2:21][CH2:20]3)=[O:18])[CH2:12]2)=[N:8][C:9]=1[NH2:10].C(O)(=O)C.[Cl:28][C:29]1[CH:30]=[N:31][N:32]([C:34]2([C:37](=N)OCC)[CH2:36][CH2:35]2)[CH:33]=1.C(N(CC)CC)C. Product: [Cl:28][C:29]1[CH:30]=[N:31][N:32]([C:34]2([C:37]3[NH:10][C:9]4=[N:8][C:7]([N:11]5[CH2:16][CH2:15][CH2:14][C@@H:13]([C:17]([N:19]6[CH2:23][CH2:22][CH2:21][CH2:20]6)=[O:18])[CH2:12]5)=[CH:6][CH:5]=[C:4]4[N:3]=3)[CH2:36][CH2:35]2)[CH:33]=1. The catalyst class is: 8. (3) Reactant: [CH3:1][O:2][C:3]1[CH:22]=[CH:21][CH:20]=[C:19]([O:23][CH3:24])[C:4]=1[CH2:5][NH:6][C:7]([NH:9][C:10]1[S:11][C:12]2[CH2:13][NH:14][CH2:15][CH2:16][C:17]=2[N:18]=1)=[NH:8].[C:25]1([S:31](Cl)(=[O:33])=[O:32])[CH:30]=[CH:29][CH:28]=[CH:27][CH:26]=1. Product: [CH3:1][O:2][C:3]1[CH:22]=[CH:21][CH:20]=[C:19]([O:23][CH3:24])[C:4]=1[CH2:5][NH:6][C:7]([NH:9][C:10]1[S:11][C:12]2[CH2:13][N:14]([S:31]([C:25]3[CH:30]=[CH:29][CH:28]=[CH:27][CH:26]=3)(=[O:33])=[O:32])[CH2:15][CH2:16][C:17]=2[N:18]=1)=[NH:8]. The catalyst class is: 166. (4) Reactant: [CH:1]1([N:5]2[CH2:26][CH2:25][C:8]3([CH2:13][CH2:12][N:11]([C:14]4[CH:24]=[CH:23][C:17]([C:18]([O:20]CC)=[O:19])=[CH:16][CH:15]=4)[CH2:10][CH2:9]3)[CH2:7][CH2:6]2)[CH2:4][CH2:3][CH2:2]1.[Li+].[OH-]. Product: [CH:1]1([N:5]2[CH2:26][CH2:25][C:8]3([CH2:9][CH2:10][N:11]([C:14]4[CH:15]=[CH:16][C:17]([C:18]([OH:20])=[O:19])=[CH:23][CH:24]=4)[CH2:12][CH2:13]3)[CH2:7][CH2:6]2)[CH2:2][CH2:3][CH2:4]1. The catalyst class is: 1. (5) Reactant: [F:1][C:2]1[CH:21]=[CH:20][CH:19]=[CH:18][C:3]=1[CH2:4][N:5]1[C:9]2=[N:10][CH:11]=[CH:12][CH:13]=[C:8]2[C:7]([C:14]([NH:16][NH2:17])=[O:15])=[N:6]1.[CH:22]([N:25]=[C:26]=[O:27])([CH3:24])[CH3:23]. Product: [F:1][C:2]1[CH:21]=[CH:20][CH:19]=[CH:18][C:3]=1[CH2:4][N:5]1[C:9]2=[N:10][CH:11]=[CH:12][CH:13]=[C:8]2[C:7]([C:14]([NH:16][NH:17][C:26]([NH:25][CH:22]([CH3:24])[CH3:23])=[O:27])=[O:15])=[N:6]1. The catalyst class is: 4. (6) Reactant: [H-].[Al+3].[Li+].[H-].[H-].[H-].[N:7]1[CH:12]=[CH:11][CH:10]=[CH:9][C:8]=1[CH2:13][N:14]1[CH2:19][CH2:18][N:17]([CH2:20][C:21]#[N:22])[CH2:16][CH2:15]1. Product: [N:7]1[CH:12]=[CH:11][CH:10]=[CH:9][C:8]=1[CH2:13][N:14]1[CH2:15][CH2:16][N:17]([CH2:20][CH2:21][NH2:22])[CH2:18][CH2:19]1. The catalyst class is: 7. (7) Reactant: [O:1]([C:8]1[N:13]=[CH:12][C:11]([C:14](=[O:16])C)=[CH:10][N:9]=1)[C:2]1[CH:7]=[CH:6][CH:5]=[CH:4][CH:3]=1.[Br-:17].[Br-].[Br-].C([N+](CCCC)(CCCC)CCCC)CCC.C([N+](CCCC)(CCCC)CCCC)CCC.C([N+](CCCC)(CCCC)CCCC)CCC.CCCCCC. Product: [Br:17][C:8]1([O:1][C:2]2[CH:7]=[CH:6][CH:5]=[CH:4][CH:3]=2)[N:13]=[CH:12][C:11]([CH:14]=[O:16])=[CH:10][NH:9]1. The catalyst class is: 4. (8) Reactant: O1CCCC1.[H-].[Al+3].[Li+].[H-].[H-].[H-].[CH3:12][O:13][C:14]1[CH:56]=[CH:55][C:17]([CH2:18][O:19][C:20]2[CH:25]=[CH:24][C:23]([C:26]3[N:31]=[CH:30][C:29]([C:32]4[N:33]([CH2:47][O:48][CH2:49][CH2:50][Si:51]([CH3:54])([CH3:53])[CH3:52])[CH:34]=[C:35]([C:37](OCC5C=CC=CC=5)=[O:38])[N:36]=4)=[CH:28][CH:27]=3)=[CH:22][CH:21]=2)=[CH:16][CH:15]=1.S([O-])([O-])(=O)=O.[Na+].[Na+]. Product: [CH3:12][O:13][C:14]1[CH:15]=[CH:16][C:17]([CH2:18][O:19][C:20]2[CH:21]=[CH:22][C:23]([C:26]3[N:31]=[CH:30][C:29]([C:32]4[N:33]([CH2:47][O:48][CH2:49][CH2:50][Si:51]([CH3:53])([CH3:52])[CH3:54])[CH:34]=[C:35]([CH2:37][OH:38])[N:36]=4)=[CH:28][CH:27]=3)=[CH:24][CH:25]=2)=[CH:55][CH:56]=1. The catalyst class is: 6.